This data is from Full USPTO retrosynthesis dataset with 1.9M reactions from patents (1976-2016). The task is: Predict the reactants needed to synthesize the given product. (1) Given the product [Cl:1][C:2]1[CH:3]=[C:4]2[C:8](=[CH:9][CH:10]=1)[NH:7][C:6](=[O:11])[C:5]2([C:14]1[CH:22]=[CH:21][C:17]([N:18]([CH3:19])[CH3:20])=[CH:16][C:15]=1[O:23][CH3:24])[OH:12], predict the reactants needed to synthesize it. The reactants are: [Cl:1][C:2]1[CH:3]=[C:4]2[C:8](=[CH:9][CH:10]=1)[NH:7][C:6](=[O:11])[C:5]2=[O:12].Br[C:14]1[CH:22]=[CH:21][C:17]([N:18]([CH3:20])[CH3:19])=[CH:16][C:15]=1[O:23][CH3:24]. (2) Given the product [F:20][C:21]1[CH:22]=[CH:23][C:24]([C:27]2[S:31][C:30]([CH3:32])=[N:29][C:28]=2[C:33]([N:3]2[CH2:4][C@H:5]3[C@H:1]([CH2:6]3)[C@H:2]2[CH2:7][NH:8][C:9]([C:11]2[CH:12]=[CH:13][CH:14]=[C:15]3[O:19][CH:18]=[CH:17][C:16]=23)=[O:10])=[O:34])=[CH:25][CH:26]=1, predict the reactants needed to synthesize it. The reactants are: [C@H:1]12[CH2:6][C@H:5]1[CH2:4][NH:3][C@@H:2]2[CH2:7][NH:8][C:9]([C:11]1[CH:12]=[CH:13][CH:14]=[C:15]2[O:19][CH:18]=[CH:17][C:16]=12)=[O:10].[F:20][C:21]1[CH:26]=[CH:25][C:24]([C:27]2[S:31][C:30]([CH3:32])=[N:29][C:28]=2[C:33](O)=[O:34])=[CH:23][CH:22]=1.